Dataset: Reaction yield outcomes from USPTO patents with 853,638 reactions. Task: Predict the reaction yield, written as a fraction of the theoretical maximum amount of product (1.0 means a 100% yield; for example, 0.34 means a 34% yield). (1) The reactants are [F:1][C:2]1[C:7]([C:8]2[CH:13]=[CH:12][CH:11]=[C:10]([CH3:14])[CH:9]=2)=[C:6]([C@:15]([C@@H:23]2[O:28][CH2:27][CH2:26][N:25]([C:29]([O:31][C:32]([CH3:35])([CH3:34])[CH3:33])=[O:30])[CH2:24]2)(O)[CH2:16][CH2:17][CH2:18][CH2:19][O:20][CH3:21])[CH:5]=[CH:4][CH:3]=1.CC[N+](S(N=C(OC)[O-])(=O)=O)(CC)CC. The catalyst is C1(C)C=CC=CC=1.CCOC(C)=O. The product is [F:1][C:2]1[C:7]([C:8]2[CH:13]=[CH:12][CH:11]=[C:10]([CH3:14])[CH:9]=2)=[C:6]([C:15]([C@@H:23]2[O:28][CH2:27][CH2:26][N:25]([C:29]([O:31][C:32]([CH3:35])([CH3:34])[CH3:33])=[O:30])[CH2:24]2)=[CH:16][CH2:17][CH2:18][CH2:19][O:20][CH3:21])[CH:5]=[CH:4][CH:3]=1. The yield is 0.730. (2) The product is [Cl:1][C:2]1[CH:3]=[C:4]([C:9]2([C:23]([F:26])([F:25])[F:24])[O:13][N:12]=[C:11]([C:14]3[CH:21]=[CH:20][C:17]([CH:18]=[N:28][NH2:29])=[C:16]([CH3:22])[CH:15]=3)[CH2:10]2)[CH:5]=[C:6]([Cl:8])[CH:7]=1. The yield is 0.610. The catalyst is Cl.CO. The reactants are [Cl:1][C:2]1[CH:3]=[C:4]([C:9]2([C:23]([F:26])([F:25])[F:24])[O:13][N:12]=[C:11]([C:14]3[CH:21]=[CH:20][C:17]([CH:18]=O)=[C:16]([CH3:22])[CH:15]=3)[CH2:10]2)[CH:5]=[C:6]([Cl:8])[CH:7]=1.O.[NH2:28][NH2:29]. (3) The reactants are [CH3:1][S:2]([N:5]1[CH2:10][CH2:9][CH:8]([S:11]([C:14]([CH3:36])([CH3:35])[C:15]([NH:17][C:18]2[O:22][N:21]=[C:20]([C:23]([CH3:34])([C@@H:25]([O:27]C3CCCCO3)[CH3:26])[CH3:24])[CH:19]=2)=[O:16])(=[O:13])=[O:12])[CH2:7][CH2:6]1)(=[O:4])=[O:3].CC1C=CC(S(O)(=O)=O)=CC=1. The catalyst is O1CCOCC1.O. The product is [OH:27][C@@H:25]([CH3:26])[C:23]([C:20]1[CH:19]=[C:18]([NH:17][C:15](=[O:16])[C:14]([S:11]([CH:8]2[CH2:7][CH2:6][N:5]([S:2]([CH3:1])(=[O:3])=[O:4])[CH2:10][CH2:9]2)(=[O:12])=[O:13])([CH3:36])[CH3:35])[O:22][N:21]=1)([CH3:34])[CH3:24]. The yield is 0.780. (4) The reactants are C([O:9][CH2:10][C@@H:11]1[C:15]([O:17]C(=O)C)([CH3:16])[C@:14]([F:22])([CH3:21])[CH:13]([N:23]2[CH:31]=[N:30][C:29]3[C:24]2=[N:25][CH:26]=[N:27][C:28]=3[NH:32][CH:33]2[CH2:39][CH2:38][CH2:37][CH2:36][CH2:35][CH2:34]2)[O:12]1)(=O)C1C=CC=CC=1. The catalyst is O. The product is [CH:33]1([NH:32][C:28]2[N:27]=[CH:26][N:25]=[C:24]3[C:29]=2[N:30]=[CH:31][N:23]3[CH:13]2[O:12][C@H:11]([CH2:10][OH:9])[C:15]([CH3:16])([OH:17])[C@:14]2([F:22])[CH3:21])[CH2:34][CH2:35][CH2:36][CH2:37][CH2:38][CH2:39]1. The yield is 0.780. (5) The reactants are [CH3:1][O:2][C:3]1[CH:4]=[C:5]([NH:11][C:12]2[C:13]3[N:29]=[CH:28][S:27][C:14]=3[N:15]=[C:16]([N:18]3[CH2:23][CH2:22][CH2:21][CH:20]([C:24]([OH:26])=O)[CH2:19]3)[N:17]=2)[CH:6]=[CH:7][C:8]=1[O:9][CH3:10].[NH2:30][C:31]1[CH:36]=[CH:35][C:34]([C:37]2[O:41][C:40]([SH:42])=[N:39][N:38]=2)=[CH:33][CH:32]=1.O=P(Cl)(Cl)Cl.C([O-])(O)=O.[Na+]. The catalyst is N1C=CC=CC=1. The product is [CH3:1][O:2][C:3]1[CH:4]=[C:5]([NH:11][C:12]2[C:13]3[N:29]=[CH:28][S:27][C:14]=3[N:15]=[C:16]([N:18]3[CH2:23][CH2:22][CH2:21][CH:20]([C:24]([NH:30][C:31]4[CH:32]=[CH:33][C:34]([C:37]5[O:41][C:40]([SH:42])=[N:39][N:38]=5)=[CH:35][CH:36]=4)=[O:26])[CH2:19]3)[N:17]=2)[CH:6]=[CH:7][C:8]=1[O:9][CH3:10]. The yield is 0.113. (6) The reactants are [H-].[Al+3].[Li+].[H-].[H-].[H-].FC(F)(F)C(O)=O.[NH2:14][C@@H:15]([CH2:21][C:22]1[CH:27]=[CH:26][CH:25]=[C:24]([Cl:28])[CH:23]=1)[C:16]([N:18]([CH3:20])[CH3:19])=O.C(OCC)(=O)C.[OH-].[Na+]. The catalyst is O1CCCC1.CCOCC. The product is [ClH:28].[Cl:28][C:24]1[CH:23]=[C:22]([CH2:21][C@H:15]([NH2:14])[CH2:16][N:18]([CH3:20])[CH3:19])[CH:27]=[CH:26][CH:25]=1. The yield is 0.570.